This data is from Forward reaction prediction with 1.9M reactions from USPTO patents (1976-2016). The task is: Predict the product of the given reaction. (1) Given the reactants [CH:1]([C:4]1[CH:9]=[CH:8][C:7]([CH:10]2[C:14]3[C:15]([CH3:29])=[C:16]([NH:21][C:22](=[O:28])[CH2:23][C:24]([CH3:27])([CH3:26])[CH3:25])[C:17]([CH3:20])=[C:18]([CH3:19])[C:13]=3[O:12][CH2:11]2)=[CH:6][CH:5]=1)([CH3:3])[CH3:2].CCCCCC, predict the reaction product. The product is: [CH:1]([C:4]1[CH:9]=[CH:8][C:7]([C@@H:10]2[C:14]3[C:15]([CH3:29])=[C:16]([NH:21][C:22](=[O:28])[CH2:23][C:24]([CH3:27])([CH3:26])[CH3:25])[C:17]([CH3:20])=[C:18]([CH3:19])[C:13]=3[O:12][CH2:11]2)=[CH:6][CH:5]=1)([CH3:2])[CH3:3]. (2) Given the reactants Cl[C:2]1[O:3][C:4]([C:7]2[N:12]=[C:11]([NH:13][C:14]3[CH:19]=[C:18]([CH3:20])[CH:17]=[CH:16][N:15]=3)[CH:10]=[CH:9][CH:8]=2)=[CH:5][N:6]=1.C([Sn](CCCC)(CCCC)[C:26]1[CH:31]=[CH:30][CH:29]=[CH:28][N:27]=1)CCC, predict the reaction product. The product is: [CH3:20][C:18]1[CH:17]=[CH:16][N:15]=[C:14]([NH:13][C:11]2[CH:10]=[CH:9][CH:8]=[C:7]([C:4]3[O:3][C:2]([C:26]4[CH:31]=[CH:30][CH:29]=[CH:28][N:27]=4)=[N:6][CH:5]=3)[N:12]=2)[CH:19]=1.